From a dataset of Full USPTO retrosynthesis dataset with 1.9M reactions from patents (1976-2016). Predict the reactants needed to synthesize the given product. (1) Given the product [CH:18]([NH:17][C:15]([C@H:12]1[CH2:13][CH2:14][C@@H:9]([NH:8][C:6]2[CH:7]=[C:2]([S:25]([CH3:24])(=[O:27])=[O:26])[CH:3]=[CH:4][C:5]=2[N+:21]([O-:23])=[O:22])[CH2:10][CH2:11]1)=[O:16])([CH3:20])[CH3:19], predict the reactants needed to synthesize it. The reactants are: F[C:2]1[CH:3]=[CH:4][C:5]([N+:21]([O-:23])=[O:22])=[C:6]([NH:8][C@@H:9]2[CH2:14][CH2:13][C@H:12]([C:15]([NH:17][CH:18]([CH3:20])[CH3:19])=[O:16])[CH2:11][CH2:10]2)[CH:7]=1.[CH3:24][S:25]([O-:27])=[O:26].[Na+]. (2) Given the product [CH2:1]([O:8][C:9]1[CH:14]=[C:13]([CH2:15][C:16]2[CH:21]=[C:20]([CH3:22])[CH:19]=[CH:18][C:17]=2[OH:23])[CH:12]=[CH:11][C:10]=1[N:33]1[S:37](=[O:39])(=[O:38])[N:36]([CH2:40][CH2:41][Si:42]([CH3:43])([CH3:45])[CH3:44])[C:35](=[O:46])[CH2:34]1)[C:2]1[CH:3]=[CH:4][CH:5]=[CH:6][CH:7]=1, predict the reactants needed to synthesize it. The reactants are: [CH2:1]([O:8][C:9]1[CH:14]=[C:13]([CH2:15][C:16]2[CH:21]=[C:20]([CH3:22])[CH:19]=[CH:18][C:17]=2[O:23]CC2C=CC(OC)=CC=2)[CH:12]=[CH:11][C:10]=1[N:33]1[S:37](=[O:39])(=[O:38])[N:36]([CH2:40][CH2:41][Si:42]([CH3:45])([CH3:44])[CH3:43])[C:35](=[O:46])[CH2:34]1)[C:2]1[CH:7]=[CH:6][CH:5]=[CH:4][CH:3]=1. (3) Given the product [Cl:1][C:2]1[CH:14]=[CH:13][C:12]([C:25]2[C:26]([N:31]3[CH2:32][CH2:33][CH:34]([C:37]([O:39][CH3:40])=[O:38])[CH2:35][CH2:36]3)=[N:27][CH:28]=[CH:29][CH:30]=2)=[CH:11][C:3]=1[C:4]([O:6][C:7]([CH3:8])([CH3:9])[CH3:10])=[O:5], predict the reactants needed to synthesize it. The reactants are: [Cl:1][C:2]1[CH:14]=[CH:13][C:12](B2OC(C)(C)C(C)(C)O2)=[CH:11][C:3]=1[C:4]([O:6][C:7]([CH3:10])([CH3:9])[CH3:8])=[O:5].Br[C:25]1[C:26]([N:31]2[CH2:36][CH2:35][CH:34]([C:37]([O:39][CH3:40])=[O:38])[CH2:33][CH2:32]2)=[N:27][CH:28]=[CH:29][CH:30]=1. (4) The reactants are: O[C:2]1[CH:7]=[CH:6][C:5](Br)=[CH:4][C:3]=1[NH:9][C:10](=[O:21])[C:11]1[CH:16]=[C:15]([N+:17]([O-:19])=[O:18])[CH:14]=[CH:13][C:12]=1[F:20].O.[C:23]1(C)[CH:28]=[CH:27][C:26](S(O)(=O)=O)=[CH:25][CH:24]=1. Given the product [N+:17]([C:15]1[CH:16]=[C:11]([C:10]2[O:21][C:2]3[CH:7]=[CH:6][C:5]([C:23]4[CH:28]=[CH:27][CH:26]=[CH:25][CH:24]=4)=[CH:4][C:3]=3[N:9]=2)[C:12]([F:20])=[CH:13][CH:14]=1)([O-:19])=[O:18], predict the reactants needed to synthesize it. (5) Given the product [OH:21][CH:22]([CH:23]([OH:26])[CH:24]([OH:25])[CH:19]([OH:18])[CH2:20][OH:29])[C:27]([NH:7][CH2:8][CH2:9][O:10][CH2:11][CH2:12][O:13][CH2:14][C:15]([OH:17])=[O:16])=[O:28], predict the reactants needed to synthesize it. The reactants are: C(=O)([O-])[O-].[Na+].[Na+].[NH2:7][CH2:8][CH2:9][O:10][CH2:11][CH2:12][O:13][CH2:14][C:15]([OH:17])=[O:16].[OH:18][CH:19]1[CH:24]([OH:25])[CH:23]([OH:26])[CH:22]([CH2:27][OH:28])[O:21][C:20]1=[O:29]. (6) Given the product [CH3:21][N:8]([C:9]1[CH:14]=[CH:13][N:12]=[C:11]([C:15]2[CH:20]=[CH:19][CH:18]=[CH:17][CH:16]=2)[N:10]=1)[C:6]1[CH:5]=[CH:4][N:3]=[C:2]([NH:22][CH2:23][CH:24]2[CH2:29][CH2:28][N:27]([C:30](=[O:32])[CH3:37])[CH2:26][CH2:25]2)[N:7]=1, predict the reactants needed to synthesize it. The reactants are: F[C:2]1[N:7]=[C:6]([N:8]([CH3:21])[C:9]2[CH:14]=[CH:13][N:12]=[C:11]([C:15]3[CH:20]=[CH:19][CH:18]=[CH:17][CH:16]=3)[N:10]=2)[CH:5]=[CH:4][N:3]=1.[NH2:22][CH2:23][CH:24]1[CH2:29][CH2:28][N:27]([C:30]([O:32]C(C)(C)C)=O)[CH2:26][CH2:25]1.[CH3:37]C(O)C.